Dataset: Forward reaction prediction with 1.9M reactions from USPTO patents (1976-2016). Task: Predict the product of the given reaction. (1) Given the reactants F[C:2]1[CH:7]=[CH:6][C:5]([NH:8][C:9]([NH:11][C:12]2[CH:17]=[CH:16][C:15]([O:18][CH:19]([CH3:21])[CH3:20])=[CH:14][CH:13]=2)=[O:10])=[CH:4][C:3]=1[N+:22]([O-:24])=[O:23].[CH2:25]1[N:30]([CH2:31][CH2:32][NH2:33])[CH2:29][CH2:28][O:27][CH2:26]1, predict the reaction product. The product is: [CH:19]([O:18][C:15]1[CH:16]=[CH:17][C:12]([NH:11][C:9]([NH:8][C:5]2[CH:6]=[CH:7][C:2]([NH:33][CH2:32][CH2:31][N:30]3[CH2:25][CH2:26][O:27][CH2:28][CH2:29]3)=[C:3]([N+:22]([O-:24])=[O:23])[CH:4]=2)=[O:10])=[CH:13][CH:14]=1)([CH3:21])[CH3:20]. (2) Given the reactants Cl[CH2:2][CH2:3][CH2:4][O:5][C:6]1[CH:11]=[CH:10][C:9]([C:12]2[CH:17]=[CH:16][C:15]([C:18]#[N:19])=[C:14]([F:20])[CH:13]=2)=[CH:8][CH:7]=1.[CH3:21][N:22]([CH3:28])[C@@H:23]1[CH2:27][CH2:26][NH:25][CH2:24]1, predict the reaction product. The product is: [CH3:21][N:22]([CH3:28])[C@@H:23]1[CH2:27][CH2:26][N:25]([CH2:2][CH2:3][CH2:4][O:5][C:6]2[CH:11]=[CH:10][C:9]([C:12]3[CH:17]=[CH:16][C:15]([C:18]#[N:19])=[C:14]([F:20])[CH:13]=3)=[CH:8][CH:7]=2)[CH2:24]1. (3) The product is: [Cl:11][C:12]1[CH:13]=[C:14]([C:19]2[O:23][N:22]=[C:21]([C:24]3[CH:33]=[CH:32][C:27]([C:28]([OH:30])=[O:29])=[C:26]([F:34])[CH:25]=3)[N:20]=2)[CH:15]=[N:16][C:17]=1[O:35][CH2:13][CH:14]([CH3:19])[CH3:15]. Given the reactants C[Si]([N-][Si](C)(C)C)(C)C.[Li+].[Cl:11][C:12]1[CH:13]=[C:14]([C:19]2[O:23][N:22]=[C:21]([C:24]3[CH:33]=[CH:32][C:27]([C:28]([O:30]C)=[O:29])=[C:26]([F:34])[CH:25]=3)[N:20]=2)[CH:15]=[N:16][C:17]=1Cl.[OH2:35], predict the reaction product. (4) Given the reactants [C:1](O)(=O)[C:2](O)=O.[CH2:7]1[C:10]2([CH2:13][NH:12][CH2:11]2)[CH2:9][O:8]1.Br[C:15]1[N:20]=[C:19](NC(=O)OC(C)(C)C)[CH:18]=[CH:17][CH:16]=1.[C:29]([O-:32])([O-])=[O:30].[K+].[K+].O, predict the reaction product. The product is: [CH2:7]1[C:10]2([CH2:13][N:12]([C:19]3[N:20]=[C:15]([C:29]([O:32][CH2:1][CH3:2])=[O:30])[CH:16]=[CH:17][CH:18]=3)[CH2:11]2)[CH2:9][O:8]1. (5) The product is: [BrH:1].[CH2:15]([NH:18][C:19]1[S:20][CH:2]=[C:3]([C:5]2[CH:10]=[CH:9][C:8]([C:11]([F:14])([F:13])[F:12])=[CH:7][CH:6]=2)[N:21]=1)[CH2:16][CH3:17]. Given the reactants [Br:1][CH2:2][C:3]([C:5]1[CH:10]=[CH:9][C:8]([C:11]([F:14])([F:13])[F:12])=[CH:7][CH:6]=1)=O.[CH2:15]([NH:18][C:19]([NH2:21])=[S:20])[CH2:16][CH3:17].C(O)C, predict the reaction product. (6) Given the reactants [N:1]1[C:10]2[C:5](=[CH:6][CH:7]=[CH:8][CH:9]=2)[C:4]([CH2:11][OH:12])=[CH:3][CH:2]=1.ClC1C=CC=C(C(OO)=[O:21])C=1, predict the reaction product. The product is: [O-:21][N+:1]1[C:10]2[C:5](=[CH:6][CH:7]=[CH:8][CH:9]=2)[C:4]([CH2:11][OH:12])=[CH:3][CH:2]=1. (7) Given the reactants [H-].[Al+3].[Li+].[H-].[H-].[H-].[O:7]1[C:11]2([CH2:16][CH2:15][CH:14]([CH2:17][C:18](OCC)=[O:19])[CH2:13][CH2:12]2)[O:10][CH2:9][CH2:8]1.[F-].[Na+].O, predict the reaction product. The product is: [OH:19][CH2:18][CH2:17][CH:14]1[CH2:15][CH2:16][C:11]2([O:7][CH2:8][CH2:9][O:10]2)[CH2:12][CH2:13]1. (8) Given the reactants [C:1]([N-:5][CH:6]=[CH:7][N-:8][C:9]([CH3:12])([CH3:11])[CH3:10])([CH3:4])([CH3:3])[CH3:2].[Li+].[Li+].[Li].Cl[SiH:17](Cl)Cl.[O-:20][C:21]#[N:22].[Na+], predict the reaction product. The product is: [C:9]([N:8]1[CH:7]=[CH:6][N:5]([C:1]([CH3:3])([CH3:4])[CH3:2])[SiH:17]1[N:22]=[C:21]=[O:20])([CH3:12])([CH3:11])[CH3:10].